This data is from NCI-60 drug combinations with 297,098 pairs across 59 cell lines. The task is: Regression. Given two drug SMILES strings and cell line genomic features, predict the synergy score measuring deviation from expected non-interaction effect. (1) Drug 1: C1=CC(=CC=C1CCC2=CNC3=C2C(=O)NC(=N3)N)C(=O)NC(CCC(=O)O)C(=O)O. Drug 2: C1CNP(=O)(OC1)N(CCCl)CCCl. Cell line: EKVX. Synergy scores: CSS=0.846, Synergy_ZIP=1.35, Synergy_Bliss=4.11, Synergy_Loewe=-2.71, Synergy_HSA=0.168. (2) Drug 1: CC1C(C(CC(O1)OC2CC(OC(C2O)C)OC3=CC4=CC5=C(C(=O)C(C(C5)C(C(=O)C(C(C)O)O)OC)OC6CC(C(C(O6)C)O)OC7CC(C(C(O7)C)O)OC8CC(C(C(O8)C)O)(C)O)C(=C4C(=C3C)O)O)O)O. Drug 2: C(CCl)NC(=O)N(CCCl)N=O. Cell line: LOX IMVI. Synergy scores: CSS=43.0, Synergy_ZIP=-6.48, Synergy_Bliss=-1.77, Synergy_Loewe=-1.66, Synergy_HSA=0.968. (3) Drug 1: CN(C)C1=NC(=NC(=N1)N(C)C)N(C)C. Drug 2: CCC1(CC2CC(C3=C(CCN(C2)C1)C4=CC=CC=C4N3)(C5=C(C=C6C(=C5)C78CCN9C7C(C=CC9)(C(C(C8N6C=O)(C(=O)OC)O)OC(=O)C)CC)OC)C(=O)OC)O.OS(=O)(=O)O. Cell line: HCC-2998. Synergy scores: CSS=37.0, Synergy_ZIP=8.49, Synergy_Bliss=6.96, Synergy_Loewe=-35.2, Synergy_HSA=0.670. (4) Drug 1: C1CC(C1)(C(=O)O)C(=O)O.[NH2-].[NH2-].[Pt+2]. Drug 2: COCCOC1=C(C=C2C(=C1)C(=NC=N2)NC3=CC=CC(=C3)C#C)OCCOC.Cl. Cell line: MALME-3M. Synergy scores: CSS=16.3, Synergy_ZIP=-2.02, Synergy_Bliss=2.24, Synergy_Loewe=0.329, Synergy_HSA=2.11. (5) Drug 1: CCC1(CC2CC(C3=C(CCN(C2)C1)C4=CC=CC=C4N3)(C5=C(C=C6C(=C5)C78CCN9C7C(C=CC9)(C(C(C8N6C=O)(C(=O)OC)O)OC(=O)C)CC)OC)C(=O)OC)O.OS(=O)(=O)O. Drug 2: CC1=C(C=C(C=C1)C(=O)NC2=CC(=CC(=C2)C(F)(F)F)N3C=C(N=C3)C)NC4=NC=CC(=N4)C5=CN=CC=C5. Cell line: HCT-15. Synergy scores: CSS=-3.34, Synergy_ZIP=2.39, Synergy_Bliss=-0.909, Synergy_Loewe=-3.60, Synergy_HSA=-3.87.